From a dataset of Catalyst prediction with 721,799 reactions and 888 catalyst types from USPTO. Predict which catalyst facilitates the given reaction. (1) Reactant: [NH2:1][CH:2]([CH2:6][C:7]([F:10])([F:9])[F:8])[C:3]([OH:5])=[O:4].[C:11]1([CH3:21])[CH:16]=[CH:15][C:14]([S:17](Cl)(=[O:19])=[O:18])=[CH:13][CH:12]=1.[OH-].[Na+].Cl. Product: [F:8][C:7]([F:10])([F:9])[CH2:6][CH:2]([NH:1][S:17]([C:14]1[CH:15]=[CH:16][C:11]([CH3:21])=[CH:12][CH:13]=1)(=[O:19])=[O:18])[C:3]([OH:5])=[O:4]. The catalyst class is: 6. (2) Reactant: [CH2:1]([N:3]1[CH2:8][CH:7]=[C:6]([C:9]2[C:17]3[C:12](=[CH:13][CH:14]=[C:15]([NH2:18])[CH:16]=3)[NH:11][CH:10]=2)[CH2:5][CH2:4]1)[CH3:2].I.[S:20]1[CH:24]=[CH:23][CH:22]=[C:21]1[C:25](SC)=[NH:26].C([O-])(O)=O.[Na+]. Product: [CH2:1]([N:3]1[CH2:4][CH:5]=[C:6]([C:9]2[C:17]3[C:12](=[CH:13][CH:14]=[C:15]([NH:18][C:25]([C:21]4[S:20][CH:24]=[CH:23][CH:22]=4)=[NH:26])[CH:16]=3)[NH:11][CH:10]=2)[CH2:7][CH2:8]1)[CH3:2]. The catalyst class is: 8. (3) Reactant: [CH3:1][O:2][C:3]1[CH:4]=[C:5]([C:11]2[CH:15]=[C:14]([CH:16]=O)[NH:13][N:12]=2)[CH:6]=[CH:7][C:8]=1[O:9][CH3:10].[C:18]1([NH2:25])[CH:23]=[CH:22][CH:21]=[CH:20][C:19]=1[NH2:24]. Product: [CH3:1][O:2][C:3]1[CH:4]=[C:5]([C:11]2[CH:15]=[C:14]([C:16]3[NH:25][C:18]4[CH:23]=[CH:22][CH:21]=[CH:20][C:19]=4[N:24]=3)[NH:13][N:12]=2)[CH:6]=[CH:7][C:8]=1[O:9][CH3:10]. The catalyst class is: 8. (4) Reactant: [O:1]=[C:2]1[N:10]([C@H:11]2[CH2:14][C@H:13]([NH:15]C(=O)OCC3C=CC=CC=3)[CH2:12]2)[C:5]2=[N:6][CH:7]=[CH:8][CH:9]=[C:4]2[O:3]1.Br. Product: [NH2:15][C@H:13]1[CH2:14][C@H:11]([N:10]2[C:5]3=[N:6][CH:7]=[CH:8][CH:9]=[C:4]3[O:3][C:2]2=[O:1])[CH2:12]1. The catalyst class is: 15. (5) The catalyst class is: 80. Product: [CH2:10]([N:9]1[C:7](=[O:8])[C:6]2=[CH:5][N:4]([C:12]3[CH:13]=[N:14][CH:15]=[CH:16][CH:17]=3)[N:3]=[C:2]2[N:1]=[CH:18]1)[CH3:11]. Reactant: [NH2:1][C:2]1[C:6]([C:7]([NH:9][CH2:10][CH3:11])=[O:8])=[CH:5][N:4]([C:12]2[CH:13]=[N:14][CH:15]=[CH:16][CH:17]=2)[N:3]=1.[C:18]1(C)C=CC(S(O)(=O)=O)=CC=1.C(OCC)(OCC)OCC. (6) The catalyst class is: 5. Product: [CH2:1]([N:3]([CH2:11][C:12]1[N:13]=[C:14]2[S:21][C:20]([CH3:22])=[C:19]([CH2:23][CH2:24][OH:25])[N:15]2[C:16](=[O:18])[CH:17]=1)[C:4]1[CH:5]=[CH:6][C:7]([F:10])=[CH:8][CH:9]=1)[CH3:2]. Reactant: [CH2:1]([N:3]([CH2:11][C:12]1[N:13]=[C:14]2[S:21][C:20]([CH3:22])=[C:19]([CH2:23][CH:24]=[O:25])[N:15]2[C:16](=[O:18])[CH:17]=1)[C:4]1[CH:9]=[CH:8][C:7]([F:10])=[CH:6][CH:5]=1)[CH3:2].[BH4-].[Na+]. (7) Reactant: C([N:4]([S:34]([CH2:37][C:38]1[CH:43]=[CH:42][CH:41]=[CH:40][CH:39]=1)(=[O:36])=[O:35])[C:5]([CH:7]1[CH2:12][CH2:11][N:10]([C:13]2[C:23]([C:24]#[N:25])=[CH:22][C:16]([C:17]([O:19][CH2:20][CH3:21])=[O:18])=[C:15](OS(C(F)(F)F)(=O)=O)[N:14]=2)[CH2:9][CH2:8]1)=[O:6])C=C.CC1(C)C2C(=C(P(C3C=CC=CC=3)C3C=CC=CC=3)C=CC=2)OC2C(P(C3C=CC=CC=3)C3C=CC=CC=3)=CC=CC1=2.[C-]#N.[Na+].C[CH2:90][N:91](C(C)C)C(C)C. Product: [CH2:37]([S:34]([NH:4][C:5]([CH:7]1[CH2:12][CH2:11][N:10]([C:13]2[C:23]([C:24]#[N:25])=[CH:22][C:16]([C:17]([O:19][CH2:20][CH3:21])=[O:18])=[C:15]([C:90]#[N:91])[N:14]=2)[CH2:9][CH2:8]1)=[O:6])(=[O:36])=[O:35])[C:38]1[CH:39]=[CH:40][CH:41]=[CH:42][CH:43]=1. The catalyst class is: 102.